This data is from Full USPTO retrosynthesis dataset with 1.9M reactions from patents (1976-2016). The task is: Predict the reactants needed to synthesize the given product. (1) The reactants are: [N+:1]([C:4]1[CH:17]=[CH:16][C:7]([C:8]([O:10][CH2:11][C@:12]2([CH3:15])[CH2:14][O:13]2)=[O:9])=[CH:6][CH:5]=1)([O-:3])=[O:2].C(=O)([O-])[O-].[Cs+].[Cs+].[I:24][C:25]1[CH:26]=[N:27][NH:28][CH:29]=1. Given the product [N+:1]([C:4]1[CH:17]=[CH:16][C:7]([C:8]([O:10][CH2:11][C@:12]([OH:13])([CH3:15])[CH2:14][N:27]2[CH:26]=[C:25]([I:24])[CH:29]=[N:28]2)=[O:9])=[CH:6][CH:5]=1)([O-:3])=[O:2], predict the reactants needed to synthesize it. (2) Given the product [CH3:10][N:11]1[C:17]2[CH:18]=[CH:19][CH:20]=[CH:21][C:16]=2[N:15]([C:1](=[O:8])[C:2]2[CH:7]=[CH:6][CH:5]=[CH:4][CH:3]=2)[CH:14]([CH2:22][C:23]([O:25][CH3:26])=[O:24])[C:13]2=[CH:27][CH:28]=[CH:29][N:12]12, predict the reactants needed to synthesize it. The reactants are: [C:1](Cl)(=[O:8])[C:2]1[CH:7]=[CH:6][CH:5]=[CH:4][CH:3]=1.[CH3:10][N:11]1[C:17]2[CH:18]=[CH:19][CH:20]=[CH:21][C:16]=2[NH:15][CH:14]([CH2:22][C:23]([O:25][CH3:26])=[O:24])[C:13]2=[CH:27][CH:28]=[CH:29][N:12]12.C(N(CC)CC)C. (3) The reactants are: [CH2:1]([O:3][C:4]([C:6]1([C:19]([O:21][CH2:22][CH3:23])=[O:20])[CH2:11][CH2:10][N:9](CC2C=CC=CC=2)[CH2:8][CH2:7]1)=[O:5])[CH3:2].[H][H]. Given the product [CH2:1]([O:3][C:4]([C:6]1([C:19]([O:21][CH2:22][CH3:23])=[O:20])[CH2:11][CH2:10][NH:9][CH2:8][CH2:7]1)=[O:5])[CH3:2], predict the reactants needed to synthesize it. (4) Given the product [F:8][C:7]1[C:2]([F:1])=[C:3]([CH2:10][CH2:11][C:12](=[O:13])[C:14]2[S:15][C:16]([C:19]3[CH:24]=[CH:23][C:22]([C:25]([F:27])([F:28])[F:26])=[CH:21][CH:20]=3)=[CH:17][CH:18]=2)[CH:4]=[CH:5][C:6]=1[O:9][C:30]([CH3:39])([CH3:38])[C:31]([O:33][C:34]([CH3:37])([CH3:36])[CH3:35])=[O:32], predict the reactants needed to synthesize it. The reactants are: [F:1][C:2]1[C:7]([F:8])=[C:6]([OH:9])[CH:5]=[CH:4][C:3]=1[CH2:10][CH2:11][C:12]([C:14]1[S:15][C:16]([C:19]2[CH:24]=[CH:23][C:22]([C:25]([F:28])([F:27])[F:26])=[CH:21][CH:20]=2)=[CH:17][CH:18]=1)=[O:13].Br[C:30]([CH3:39])([CH3:38])[C:31]([O:33][C:34]([CH3:37])([CH3:36])[CH3:35])=[O:32]. (5) Given the product [Cl:1][C:2]([F:11])([F:12])[O:3][C:4]1[CH:10]=[CH:9][C:7]([NH:8][C:53](=[O:54])[C:52]2[CH:56]=[C:57]([C:58]3[NH:62][N:61]=[CH:60][CH:59]=3)[C:49]([N:46]3[CH2:47][CH2:48][C@@H:44]([OH:43])[CH2:45]3)=[N:50][CH:51]=2)=[CH:6][CH:5]=1, predict the reactants needed to synthesize it. The reactants are: [Cl:1][C:2]([F:12])([F:11])[O:3][C:4]1[CH:10]=[CH:9][C:7]([NH2:8])=[CH:6][CH:5]=1.CN1CCOCC1.O.OC1C2N=NNC=2C=CC=1.Cl.C(N=C=NCCCN(C)C)C.[OH:43][C@@H:44]1[CH2:48][CH2:47][N:46]([C:49]2[C:57]([C:58]3[N:62](C4CCCCO4)[N:61]=[CH:60][CH:59]=3)=[CH:56][C:52]([C:53](O)=[O:54])=[CH:51][N:50]=2)[CH2:45]1.